Regression. Given two drug SMILES strings and cell line genomic features, predict the synergy score measuring deviation from expected non-interaction effect. From a dataset of Merck oncology drug combination screen with 23,052 pairs across 39 cell lines. (1) Drug 1: O=C(CCCCCCC(=O)Nc1ccccc1)NO. Cell line: A2058. Synergy scores: synergy=-3.87. Drug 2: O=C(NOCC(O)CO)c1ccc(F)c(F)c1Nc1ccc(I)cc1F. (2) Drug 1: CCC1(O)CC2CN(CCc3c([nH]c4ccccc34)C(C(=O)OC)(c3cc4c(cc3OC)N(C)C3C(O)(C(=O)OC)C(OC(C)=O)C5(CC)C=CCN6CCC43C65)C2)C1. Drug 2: C=CCn1c(=O)c2cnc(Nc3ccc(N4CCN(C)CC4)cc3)nc2n1-c1cccc(C(C)(C)O)n1. Cell line: NCIH2122. Synergy scores: synergy=-23.0. (3) Drug 1: CN1C(=O)C=CC2(C)C3CCC4(C)C(NC(=O)OCC(F)(F)F)CCC4C3CCC12. Drug 2: Cn1cc(-c2cnn3c(N)c(Br)c(C4CCCNC4)nc23)cn1. Cell line: DLD1. Synergy scores: synergy=-1.54. (4) Drug 1: O=C(O)C1(Cc2cccc(Nc3nccs3)n2)CCC(Oc2cccc(Cl)c2F)CC1. Drug 2: NC1CCCCC1N.O=C(O)C(=O)O.[Pt+2]. Cell line: HCT116. Synergy scores: synergy=9.80. (5) Drug 1: CS(=O)(=O)CCNCc1ccc(-c2ccc3ncnc(Nc4ccc(OCc5cccc(F)c5)c(Cl)c4)c3c2)o1. Drug 2: Cn1cc(-c2cnn3c(N)c(Br)c(C4CCCNC4)nc23)cn1. Cell line: NCIH23. Synergy scores: synergy=7.67. (6) Drug 1: NC1(c2ccc(-c3nc4ccn5c(=O)[nH]nc5c4cc3-c3ccccc3)cc2)CCC1. Drug 2: CCc1c2c(nc3ccc(O)cc13)-c1cc3c(c(=O)n1C2)COC(=O)C3(O)CC. Cell line: NCIH23. Synergy scores: synergy=11.4. (7) Drug 1: Cn1nnc2c(C(N)=O)ncn2c1=O. Drug 2: NC(=O)c1cccc2cn(-c3ccc(C4CCCNC4)cc3)nc12. Cell line: UWB1289BRCA1. Synergy scores: synergy=41.9. (8) Drug 1: CC1(c2nc3c(C(N)=O)cccc3[nH]2)CCCN1. Drug 2: CNC(=O)c1cc(Oc2ccc(NC(=O)Nc3ccc(Cl)c(C(F)(F)F)c3)cc2)ccn1. Cell line: UWB1289. Synergy scores: synergy=2.57. (9) Drug 1: O=C(O)C1(Cc2cccc(Nc3nccs3)n2)CCC(Oc2cccc(Cl)c2F)CC1. Drug 2: NC1CCCCC1N.O=C(O)C(=O)O.[Pt+2]. Cell line: OCUBM. Synergy scores: synergy=4.99. (10) Drug 1: O=S1(=O)NC2(CN1CC(F)(F)F)C1CCC2Cc2cc(C=CCN3CCC(C(F)(F)F)CC3)ccc2C1. Drug 2: CC1CC2C3CCC4=CC(=O)C=CC4(C)C3(F)C(O)CC2(C)C1(O)C(=O)CO. Cell line: PA1. Synergy scores: synergy=26.6.